This data is from Full USPTO retrosynthesis dataset with 1.9M reactions from patents (1976-2016). The task is: Predict the reactants needed to synthesize the given product. (1) Given the product [C:24]([O:1][C@H:2]1[CH2:21][CH2:20][C@@:19]2([CH3:22])[C:4](=[CH:5][CH2:6][C@@H:7]3[C@@H:18]2[CH2:17][CH2:16][C@@:15]2([CH3:23])[C@H:8]3[CH2:9][CH2:10][C@@H:11]2[C:12](=[O:14])[CH3:13])[CH2:3]1)(=[O:31])[C:25]1[CH:30]=[CH:29][CH:28]=[CH:27][CH:26]=1, predict the reactants needed to synthesize it. The reactants are: [OH:1][C@H:2]1[CH2:21][CH2:20][C@@:19]2([CH3:22])[C:4](=[CH:5][CH2:6][C@@H:7]3[C@@H:18]2[CH2:17][CH2:16][C@@:15]2([CH3:23])[C@H:8]3[CH2:9][CH2:10][C@@H:11]2[C:12](=[O:14])[CH3:13])[CH2:3]1.[C:24](Cl)(=[O:31])[C:25]1[CH:30]=[CH:29][CH:28]=[CH:27][CH:26]=1.C(OCC)(=O)C.C([O-])(O)=O.[Na+]. (2) Given the product [CH:24]1(/[CH:30]=[CH:31]/[C:2]2[N:7]=[C:6]([CH2:8][O:9][N:10]=[C:11]([C:18]3[N:22]([CH3:23])[N:21]=[N:20][N:19]=3)[C:12]3[CH:17]=[CH:16][CH:15]=[CH:14][CH:13]=3)[CH:5]=[CH:4][CH:3]=2)[CH2:29][CH2:28][CH2:27][CH2:26][CH2:25]1, predict the reactants needed to synthesize it. The reactants are: Br[C:2]1[N:7]=[C:6]([CH2:8][O:9][N:10]=[C:11]([C:18]2[N:22]([CH3:23])[N:21]=[N:20][N:19]=2)[C:12]2[CH:17]=[CH:16][CH:15]=[CH:14][CH:13]=2)[CH:5]=[CH:4][CH:3]=1.[CH:24]1(/[CH:30]=[CH:31]/B(O)O)[CH2:29][CH2:28][CH2:27][CH2:26][CH2:25]1.C([O-])([O-])=O.[Na+].[Na+]. (3) Given the product [NH2:13][C:6]1[CH:7]=[C:8]([CH:11]=[CH:12][C:5]=1[O:4][CH:1]([CH3:3])[CH3:2])[C:9]#[N:10], predict the reactants needed to synthesize it. The reactants are: [CH:1]([O:4][C:5]1[CH:12]=[CH:11][C:8]([C:9]#[N:10])=[CH:7][C:6]=1[N+:13]([O-])=O)([CH3:3])[CH3:2].COC1C=CC(C#N)=CC=1[N+]([O-])=O.NC1C=C(C=CC=1OC(F)(F)F)C(N)=O. (4) The reactants are: [CH2:1]([O:3][C:4]([C:6]1[CH:10]=[C:9]([C:11]2[CH:15]=[CH:14][N:13](S(C3C=CC=CC=3)(=O)=O)[CH:12]=2)[N:8]([C:25]2[CH:26]=[N:27][C:28]([CH3:31])=[CH:29][CH:30]=2)[N:7]=1)=[O:5])[CH3:2].[O-]CC.[Na+].C(O)C.Cl.C(O)C. Given the product [CH2:1]([O:3][C:4]([C:6]1[CH:10]=[C:9]([C:11]2[CH:15]=[CH:14][NH:13][CH:12]=2)[N:8]([C:25]2[CH:26]=[N:27][C:28]([CH3:31])=[CH:29][CH:30]=2)[N:7]=1)=[O:5])[CH3:2], predict the reactants needed to synthesize it.